The task is: Predict the product of the given reaction.. This data is from Forward reaction prediction with 1.9M reactions from USPTO patents (1976-2016). (1) Given the reactants [F:1][C:2]1[CH:7]=[C:6]([I:8])[CH:5]=[CH:4][C:3]=1[NH:9][C:10]1[C:19]2[C:18](=[O:20])[N:17](CC3C=CC(OC)=CC=3)[CH:16]=[CH:15][C:14]=2[N:13]([CH3:30])[C:12](=[O:31])[CH:11]=1.C([O-])([O-])=O.[Cs+].[Cs+].Cl[CH2:39][C@H:40]1[CH2:44][O:43]C(C)(C)[O:41]1.Cl, predict the reaction product. The product is: [OH:41][C@H:40]([CH2:44][OH:43])[CH2:39][N:17]1[CH:16]=[CH:15][C:14]2[N:13]([CH3:30])[C:12](=[O:31])[CH:11]=[C:10]([NH:9][C:3]3[CH:4]=[CH:5][C:6]([I:8])=[CH:7][C:2]=3[F:1])[C:19]=2[C:18]1=[O:20]. (2) Given the reactants [C:1]([O:6][CH:7]1[CH:11]2[O:12][C:13](=[O:23])[CH:14]3[CH:15]([C:16]([O:18]C(C)(C)C)=[O:17])[CH:8]1[CH2:9][CH:10]23)(=[O:5])[C:2]([CH3:4])=[CH2:3], predict the reaction product. The product is: [C:1]([O:6][CH:7]1[CH:11]2[O:12][C:13](=[O:23])[CH:14]3[CH:15]([C:16]([OH:18])=[O:17])[CH:8]1[CH2:9][CH:10]23)(=[O:5])[C:2]([CH3:4])=[CH2:3].